This data is from Reaction yield outcomes from USPTO patents with 853,638 reactions. The task is: Predict the reaction yield, written as a fraction of the theoretical maximum amount of product (1.0 means a 100% yield; for example, 0.34 means a 34% yield). (1) The reactants are [CH3:1][C:2]([CH3:34])([CH3:33])[C:3]#[C:4][C:5]1[S:9][C:8]([C:10]([OH:12])=[O:11])=[C:7]([N:13]([C@H:23]2[CH2:27][CH2:26][N:25]([CH2:28][CH2:29][O:30]C)[C:24]2=[O:32])[C:14]([C@H:16]2[CH2:21][CH2:20][C@H:19]([CH3:22])[CH2:18][CH2:17]2)=[O:15])[CH:6]=1.B(Br)(Br)Br. The catalyst is C(Cl)Cl. The product is [CH3:33][C:2]([CH3:1])([CH3:34])[C:3]#[C:4][C:5]1[S:9][C:8]([C:10]([OH:12])=[O:11])=[C:7]([N:13]([C@H:23]2[CH2:27][CH2:26][N:25]([CH2:28][CH2:29][OH:30])[C:24]2=[O:32])[C:14]([C@H:16]2[CH2:21][CH2:20][C@H:19]([CH3:22])[CH2:18][CH2:17]2)=[O:15])[CH:6]=1. The yield is 0.250. (2) The reactants are Cl.[NH2:2][CH2:3][C:4]1[CH:5]=[C:6]([C@@:11]([NH:33][C:34](=[O:46])[C:35]2[CH:40]=[CH:39][C:38]([F:41])=[C:37]([C:42]([F:45])([F:44])[F:43])[CH:36]=2)([C:19]2[CH:24]=[C:23]([O:25][C:26]([F:31])([F:30])[CH:27]([F:29])[F:28])[CH:22]=[C:21]([F:32])[CH:20]=2)[CH2:12][C:13]2[CH:18]=[CH:17][CH:16]=[CH:15][CH:14]=2)[CH:7]=[CH:8][C:9]=1[F:10].N1C=CC=CC=1.[C:53](OC(=O)C)(=[O:55])[CH3:54].Cl. The catalyst is C(Cl)Cl. The product is [C:53]([NH:2][CH2:3][C:4]1[CH:5]=[C:6]([C@@:11]([NH:33][C:34](=[O:46])[C:35]2[CH:40]=[CH:39][C:38]([F:41])=[C:37]([C:42]([F:45])([F:44])[F:43])[CH:36]=2)([C:19]2[CH:24]=[C:23]([O:25][C:26]([F:31])([F:30])[CH:27]([F:28])[F:29])[CH:22]=[C:21]([F:32])[CH:20]=2)[CH2:12][C:13]2[CH:14]=[CH:15][CH:16]=[CH:17][CH:18]=2)[CH:7]=[CH:8][C:9]=1[F:10])(=[O:55])[CH3:54]. The yield is 1.00. (3) The reactants are C(O[C:5](=[O:7])[CH3:6])(=O)C.[CH2:8](N(CC)CC)C.C[CH2:16][CH2:17][CH2:18][CH2:19][CH3:20].O. The catalyst is CN(C)C(=O)C. The product is [CH3:8][C:19]1[CH2:18][CH:17]2[CH:6]([CH:20]=1)[C:5](=[O:7])[CH2:16]2. The yield is 0.540. (4) The reactants are [CH2:1]([C@H:6]1[CH2:8][C@H:7]1[CH2:9][C@@H:10]1[CH2:12][C@H:11]1[CH2:13][CH2:14][CH2:15][CH2:16][CH2:17][CH2:18][CH2:19][CH2:20][OH:21])[CH2:2][CH2:3][CH2:4][CH3:5].C([C@@H]1C[C@@H]1C[C@H]1C[C@@H]1CCCCCCCC[OH:42])CCCC. No catalyst specified. The product is [CH2:1]([C@@H:6]1[CH2:8][C@@H:7]1[CH2:9][C@H:10]1[CH2:12][C@@H:11]1[CH2:13][CH2:14][CH2:15][CH2:16][CH2:17][CH2:18][CH2:19][C:20]([OH:42])=[O:21])[CH2:2][CH2:3][CH2:4][CH3:5]. The yield is 0.940. (5) The reactants are Cl[CH2:2][C:3]([NH:5][C:6]1[N:7]=[C:8]2[CH:13]=[CH:12][C:11]([O:14][C:15]3[CH:16]=[C:17]([NH:21][C:22](=[O:33])[C:23]4[CH:28]=[CH:27][CH:26]=[C:25]([C:29]([F:32])([F:31])[F:30])[CH:24]=4)[CH:18]=[CH:19][CH:20]=3)=[N:10][N:9]2[CH:34]=1)=[O:4].[CH3:35][NH:36][CH3:37].C(=O)([O-])O.[Na+]. The catalyst is C(#N)C. The yield is 0.700. The product is [CH3:35][N:36]([CH3:37])[CH2:2][C:3]([NH:5][C:6]1[N:7]=[C:8]2[CH:13]=[CH:12][C:11]([O:14][C:15]3[CH:16]=[C:17]([NH:21][C:22](=[O:33])[C:23]4[CH:28]=[CH:27][CH:26]=[C:25]([C:29]([F:32])([F:31])[F:30])[CH:24]=4)[CH:18]=[CH:19][CH:20]=3)=[N:10][N:9]2[CH:34]=1)=[O:4].